Dataset: Reaction yield outcomes from USPTO patents with 853,638 reactions. Task: Predict the reaction yield, written as a fraction of the theoretical maximum amount of product (1.0 means a 100% yield; for example, 0.34 means a 34% yield). (1) The reactants are CO[C:3]([C:5]1[C:6](=[O:18])[N:7]([CH3:17])[C:8]2[C:13]([C:14]=1[OH:15])=[C:12]([Cl:16])[CH:11]=[CH:10][CH:9]=2)=[O:4].[CH2:19]([NH:21][C:22]1[CH:27]=[CH:26][CH:25]=[CH:24][CH:23]=1)[CH3:20].CCCCCCC. The catalyst is CO. The product is [CH2:19]([N:21]([C:22]1[CH:27]=[CH:26][CH:25]=[CH:24][CH:23]=1)[C:3]([C:5]1[C:6](=[O:18])[N:7]([CH3:17])[C:8]2[C:13]([C:14]=1[OH:15])=[C:12]([Cl:16])[CH:11]=[CH:10][CH:9]=2)=[O:4])[CH3:20]. The yield is 0.980. (2) The reactants are [Cl:1][C:2]1[CH:34]=[CH:33][C:5]([CH2:6][N:7]2[C:12](=[O:13])[CH:11]=[CH:10][C:9]([C:14]3[CH:19]=[CH:18][C:17]([N:20]([CH2:28][CH2:29][N:30]([CH3:32])[CH3:31])C(=O)OC(C)(C)C)=[CH:16][CH:15]=3)=[CH:8]2)=[CH:4][CH:3]=1.C(O)(C(F)(F)F)=O. The catalyst is C(Cl)Cl. The product is [Cl:1][C:2]1[CH:3]=[CH:4][C:5]([CH2:6][N:7]2[CH:8]=[C:9]([C:14]3[CH:19]=[CH:18][C:17]([NH:20][CH2:28][CH2:29][N:30]([CH3:31])[CH3:32])=[CH:16][CH:15]=3)[CH:10]=[CH:11][C:12]2=[O:13])=[CH:33][CH:34]=1. The yield is 0.260. (3) The reactants are [N:1]([C:4]1[CH:5]=[CH:6][C:7]([CH3:10])=[N:8][CH:9]=1)=[C:2]=[O:3].C([O-])(O)=O.[Na+].[NH2:16][C:17]1[CH:18]=[C:19]([CH:35]=[CH:36][CH:37]=1)[CH2:20][CH2:21][N:22]1[CH2:27][CH2:26][N:25]([C:28]([O:30][C:31]([CH3:34])([CH3:33])[CH3:32])=[O:29])[CH2:24][CH2:23]1. The catalyst is CCOC(C)=O. The product is [CH3:10][C:7]1[N:8]=[CH:9][C:4]([NH:1][C:2](=[O:3])[NH:16][C:17]2[CH:18]=[C:19]([CH:35]=[CH:36][CH:37]=2)[CH2:20][CH2:21][N:22]2[CH2:23][CH2:24][N:25]([C:28]([O:30][C:31]([CH3:33])([CH3:34])[CH3:32])=[O:29])[CH2:26][CH2:27]2)=[CH:5][CH:6]=1. The yield is 0.630. (4) The reactants are [Br:1][C:2]1[CH:3]=[C:4]2[NH:10][C:9]([CH:11]3[CH2:13][CH2:12]3)=[N:8][C:5]2=[N:6][CH:7]=1.[F:14][C:15]([F:25])=[CH:16][CH:17]1[CH2:21][N:20]([CH2:22]O)[C:19](=[O:24])[CH2:18]1. No catalyst specified. The product is [Br:1][C:2]1[CH:3]=[C:4]2[N:10]=[C:9]([CH:11]3[CH2:13][CH2:12]3)[N:8]([CH2:22][N:20]3[CH2:21][CH:17]([CH:16]=[C:15]([F:25])[F:14])[CH2:18][C:19]3=[O:24])[C:5]2=[N:6][CH:7]=1. The yield is 0.250. (5) The reactants are [CH3:1][C:2]1[CH:6]=[C:5]([CH3:7])[NH:4][N:3]=1.C([O-])([O-])=O.[K+].[K+].Br[CH2:15][C:16]([O:18][CH2:19][CH3:20])=[O:17]. The catalyst is CC(C)=O. The product is [CH3:1][C:2]1[CH:6]=[C:5]([CH3:7])[N:4]([CH2:15][C:16]([O:18][CH2:19][CH3:20])=[O:17])[N:3]=1. The yield is 0.422. (6) The reactants are [Cl-].[Al+3].[Cl-].[Cl-].[C:5](Cl)(=[O:7])[CH3:6].[Cl:9][C:10]1[CH:15]=[C:14]([O:16][CH3:17])[CH:13]=[C:12]([Cl:18])[CH:11]=1.C([O-])(O)=O.[Na+]. The catalyst is C(Cl)Cl. The product is [Cl:9][C:10]1[CH:15]=[C:14]([O:16][CH3:17])[CH:13]=[C:12]([Cl:18])[C:11]=1[C:5](=[O:7])[CH3:6]. The yield is 0.400. (7) The reactants are [F:1][C:2]1[CH:7]=[CH:6][C:5]([CH:8]2[C:17]([CH3:19])([CH3:18])[CH2:16][C:15]3[C:10](=[CH:11][CH:12]=[C:13]([C:20]([O-:22])=[O:21])[CH:14]=3)[NH:9]2)=[CH:4][C:3]=1[N+:23]([O-])=O.[OH-].[Na+]. The catalyst is CO. The product is [NH2:23][C:3]1[CH:4]=[C:5]([CH:8]2[C:17]([CH3:18])([CH3:19])[CH2:16][C:15]3[C:10](=[CH:11][CH:12]=[C:13]([C:20]([OH:22])=[O:21])[CH:14]=3)[NH:9]2)[CH:6]=[CH:7][C:2]=1[F:1]. The yield is 1.00. (8) The reactants are [Cl:1][C:2]1[C:7]([CH2:8][C:9]#[N:10])=[CH:6][CH:5]=[CH:4][N:3]=1.Br[CH2:12][CH2:13][CH2:14][CH2:15]Br.C[Si]([N-][Si](C)(C)C)(C)C.[Na+]. The catalyst is O1CCCC1. The product is [Cl:1][C:2]1[C:7]([C:8]2([C:9]#[N:10])[CH2:15][CH2:14][CH2:13][CH2:12]2)=[CH:6][CH:5]=[CH:4][N:3]=1. The yield is 0.664. (9) The reactants are C[Si](Cl)(C)C.[C:6]1([CH2:22][O:23][C@@H:24]2[C@H:28]([OH:29])[C@@H:27]([CH2:30][OH:31])[O:26][C@H:25]2[N:32]2[C:42]3[N:41]=[C:39]([NH2:40])[NH:38][C:36](=[O:37])[C:35]=3[N:34]=[CH:33]2)[C:19]2[C:20]3=[C:21]4[C:16](=[CH:17][CH:18]=2)[CH:15]=[CH:14][CH:13]=[C:12]4[CH:11]=[CH:10][C:9]3=[CH:8][CH:7]=1.[C:43](Cl)(=[O:47])[CH:44]([CH3:46])[CH3:45].N. The catalyst is O. The product is [C:6]1([CH2:22][O:23][C@@H:24]2[C@H:28]([OH:29])[C@@H:27]([CH2:30][OH:31])[O:26][C@H:25]2[N:32]2[C:42]3[N:41]=[C:39]([NH:40][C:43](=[O:47])[CH:44]([CH3:46])[CH3:45])[NH:38][C:36](=[O:37])[C:35]=3[N:34]=[CH:33]2)[C:19]2[C:20]3=[C:21]4[C:16](=[CH:17][CH:18]=2)[CH:15]=[CH:14][CH:13]=[C:12]4[CH:11]=[CH:10][C:9]3=[CH:8][CH:7]=1. The yield is 0.740.